This data is from Experimentally validated miRNA-target interactions with 360,000+ pairs, plus equal number of negative samples. The task is: Binary Classification. Given a miRNA mature sequence and a target amino acid sequence, predict their likelihood of interaction. (1) The miRNA is mmu-miR-127-3p with sequence UCGGAUCCGUCUGAGCUUGGCU. The protein sequence of the target gene is MMRGCHICKLPGRVMGIRVLRFSLVVILVLLLVAGALTNLLPNIKEDKMLTLRREIKSPSKSALDSFTLIMQTYNRTDLLLRLLNHYQAVPSLHKVIVVWNNVGEKGPEELWNSLGPHPIPVIFKPQTANKMRNRLQVFPEVETNAVLMVDDDTLISAQDLVFAFSIWQQFPDQIIGFVPRKHVSTSSGIYSYGGFELQTPGPGNGDQYSMVLIGASFFNSKYLELFQKQPAAVHALIDETQNCDDIAMNFLVTRHTGKPSGIFVKPINMVNLEKETNGYSGMWHRAEHFLQRSYCINKL.... Result: 0 (no interaction). (2) The miRNA is hsa-miR-4732-5p with sequence UGUAGAGCAGGGAGCAGGAAGCU. The protein sequence of the target gene is MRGPSGALWLLLALRTVLGGMEVRWCATSDPEQHKCGNMSEAFREAGIQPSLLCVRGTSADHCVQLIAAQEADAITLDGGAIYEAGKEHGLKPVVGEVYDQEVGTSYYAVAVVRRSSHVTIDTLKGVKSCHTGINRTVGWNVPVGYLVESGRLSVMGCDVLKAVSDYFGGSCVPGAGETSYSESLCRLCRGDSSGEGVCDKSPLERYYDYSGAFRCLAEGAGDVAFVKHSTVLENTDGKTLPSWGQALLSQDFELLCRDGSRADVTEWRQCHLARVPAHAVVVRADTDGGLIFRLLNEGQ.... Result: 0 (no interaction). (3) The miRNA is hsa-miR-487b-5p with sequence GUGGUUAUCCCUGUCCUGUUCG. The protein sequence of the target gene is MWPPDPDPDPDPEPAGGSRPGPAVPGLRALLPARAFLCSLKGRLLLAESGLSFITFICYVASSASAFLTAPLLEFLLALYFLFADAMQLNDKWQGLCWPMMDFLRCVTAALIYFAISITAIAKYSDGASKAAGVFGFFATIVFATDFYLIFNDVAKFLKQGDSADETTAHKTEEENSDSDSD. Result: 0 (no interaction).